From a dataset of Full USPTO retrosynthesis dataset with 1.9M reactions from patents (1976-2016). Predict the reactants needed to synthesize the given product. Given the product [C:32]([OH:39])(=[O:38])[CH2:33][CH2:34][C:35]([OH:37])=[O:36].[C:5]([C:7]1[CH:12]=[CH:11][CH:10]=[CH:9][C:8]=1[C:13]1[C:14](=[O:31])[N:15]([C:25]2[CH:30]=[CH:29][CH:28]=[CH:27][CH:26]=2)[CH:16]=[C:17]([C:19]2[CH:24]=[CH:23][CH:22]=[CH:21][N:20]=2)[CH:18]=1)#[N:6], predict the reactants needed to synthesize it. The reactants are: C(#N)C.O.[C:5]([C:7]1[CH:12]=[CH:11][CH:10]=[CH:9][C:8]=1[C:13]1[C:14](=[O:31])[N:15]([C:25]2[CH:30]=[CH:29][CH:28]=[CH:27][CH:26]=2)[CH:16]=[C:17]([C:19]2[CH:24]=[CH:23][CH:22]=[CH:21][N:20]=2)[CH:18]=1)#[N:6].[C:32]([OH:39])(=[O:38])[CH2:33][CH2:34][C:35]([OH:37])=[O:36].